Dataset: Full USPTO retrosynthesis dataset with 1.9M reactions from patents (1976-2016). Task: Predict the reactants needed to synthesize the given product. (1) The reactants are: Cl.[CH3:2][O:3][C:4]1[CH:5]=[C:6]([C:12]2[C@@H:21]3[C@@H:16]([CH2:17][CH2:18][CH2:19][CH2:20]3)[C:15](=[O:22])[N:14]([CH:23]3[CH2:28][CH2:27][NH:26][CH2:25][CH2:24]3)[N:13]=2)[CH:7]=[CH:8][C:9]=1[O:10][CH3:11].[C:29]([O:33][C:34]([NH:36][C@@H:37]([C:49](O)=[O:50])[CH2:38][C:39]1[CH:44]=[CH:43][CH:42]=[CH:41][C:40]=1[C:45]([F:48])([F:47])[F:46])=[O:35])([CH3:32])([CH3:31])[CH3:30].CCOC(C(C#N)=NOC(N1CCOCC1)=[N+](C)C)=O.F[P-](F)(F)(F)(F)F.CCN(C(C)C)C(C)C. Given the product [CH3:2][O:3][C:4]1[CH:5]=[C:6]([C:12]2[C@@H:21]3[C@@H:16]([CH2:17][CH2:18][CH2:19][CH2:20]3)[C:15](=[O:22])[N:14]([CH:23]3[CH2:24][CH2:25][N:26]([C:49](=[O:50])[C@H:37]([NH:36][C:34](=[O:35])[O:33][C:29]([CH3:30])([CH3:31])[CH3:32])[CH2:38][C:39]4[CH:44]=[CH:43][CH:42]=[CH:41][C:40]=4[C:45]([F:48])([F:47])[F:46])[CH2:27][CH2:28]3)[N:13]=2)[CH:7]=[CH:8][C:9]=1[O:10][CH3:11], predict the reactants needed to synthesize it. (2) Given the product [CH3:9][CH2:10][NH:11][C:12]([C@H:14]1[N:18]([C:19]([C@@H:21]([NH:29][C:30]([C@@H:32]([NH:37][C:38]([C@H:40]([NH:45][C:46]([C@@H:48]([NH:57][C:58]([C@@H:60]([NH:63][C:64]([C@@H:66]([NH:77][C:78]([C@@H:80]([NH:87][C:88]([C@H:90]2[NH:95][C:93](=[O:94])[CH2:92][CH2:91]2)=[O:89])[CH2:81][C:82]2[N:86]=[CH:85][NH:84][CH:83]=2)=[O:79])[CH2:67][C:68]2[C:72]3[CH:73]=[CH:74][CH:75]=[CH:76][C:71]=3[NH:70][CH:69]=2)=[O:65])[CH2:61][OH:62])=[O:59])[CH2:49][C:50]2[CH:55]=[CH:54][C:53]([OH:56])=[CH:52][CH:51]=2)=[O:47])[CH2:41][CH:42]([CH3:44])[CH3:43])=[O:39])[CH2:33][CH:34]([CH3:36])[CH3:35])=[O:31])[CH2:22][CH2:23][CH2:24][NH:25][C:26]([NH2:28])=[NH:27])=[O:20])[CH2:17][CH2:16][CH2:15]1)=[O:13], predict the reactants needed to synthesize it. The reactants are: C1OC(=O)COC1=O.[CH3:9][CH2:10][NH:11][C:12]([C@H:14]1[N:18]([C:19]([C@@H:21]([NH:29][C:30]([C@@H:32]([NH:37][C:38]([C@H:40]([NH:45][C:46]([C@@H:48]([NH:57][C:58]([C@@H:60]([NH:63][C:64]([C@@H:66]([NH:77][C:78]([C@@H:80]([NH:87][C:88]([C@H:90]2[NH:95][C:93](=[O:94])[CH2:92][CH2:91]2)=[O:89])[CH2:81][C:82]2[N:86]=[CH:85][NH:84][CH:83]=2)=[O:79])[CH2:67][C:68]2[C:72]3[CH:73]=[CH:74][CH:75]=[CH:76][C:71]=3[NH:70][CH:69]=2)=[O:65])[CH2:61][OH:62])=[O:59])[CH2:49][C:50]2[CH:51]=[CH:52][C:53]([OH:56])=[CH:54][CH:55]=2)=[O:47])[CH2:41][CH:42]([CH3:44])[CH3:43])=[O:39])[CH2:33][CH:34]([CH3:36])[CH3:35])=[O:31])[CH2:22][CH2:23][CH2:24][NH:25][C:26]([NH2:28])=[NH:27])=[O:20])[CH2:17][CH2:16][CH2:15]1)=[O:13].CC(O)=O. (3) Given the product [F:1][C:2]1[CH:3]=[CH:4][C:5]([C:6]([NH:8][C@@H:9]([CH2:22][CH2:23][CH:24]=[O:25])[C:10]([N:12]2[CH2:17][CH2:16][N:15]([S:18]([CH3:21])(=[O:20])=[O:19])[CH2:14][CH2:13]2)=[O:11])=[O:7])=[CH:26][CH:27]=1, predict the reactants needed to synthesize it. The reactants are: [F:1][C:2]1[CH:27]=[CH:26][C:5]([C:6]([NH:8][C@@H:9]([CH2:22][CH2:23][CH2:24][OH:25])[C:10]([N:12]2[CH2:17][CH2:16][N:15]([S:18]([CH3:21])(=[O:20])=[O:19])[CH2:14][CH2:13]2)=[O:11])=[O:7])=[CH:4][CH:3]=1.ClCCl. (4) Given the product [CH3:1][C:2]1[S:3][CH:4]=[C:5]([CH3:23])[C:6]=1[C:7]1[C:8]([C:15]2[CH:20]=[CH:19][C:18]([OH:21])=[CH:17][C:16]=2[F:22])=[N:9][N:10]([CH3:14])[C:11]=1[C:12](=[N:24][OH:25])[NH2:13], predict the reactants needed to synthesize it. The reactants are: [CH3:1][C:2]1[S:3][CH:4]=[C:5]([CH3:23])[C:6]=1[C:7]1[C:8]([C:15]2[CH:20]=[CH:19][C:18]([OH:21])=[CH:17][C:16]=2[F:22])=[N:9][N:10]([CH3:14])[C:11]=1[C:12]#[N:13].[NH2:24][OH:25].CCOC(C)=O.O. (5) Given the product [CH3:3][C:2]([CH3:4])([CH2:25][C:24]1[CH:27]=[CH:28][C:21]([O:20][CH3:19])=[CH:22][CH:23]=1)[C:1]([O:6][CH2:7][CH3:8])=[O:5], predict the reactants needed to synthesize it. The reactants are: [C:1]([O:6][CH2:7][CH3:8])(=[O:5])[CH:2]([CH3:4])[CH3:3].C([N-]C(C)C)(C)C.[Li+].[Na+].[I-].[CH3:19][O:20][C:21]1[CH:28]=[CH:27][C:24]([CH2:25]Cl)=[CH:23][CH:22]=1. (6) Given the product [Cl:10][C:11]1[CH:19]=[CH:18][C:17]([N+:20]([O-:22])=[O:21])=[CH:16][C:12]=1[C:13]1[O:9][C:3]2[CH:4]=[CH:5][CH:6]=[C:7]([CH3:8])[C:2]=2[N:1]=1, predict the reactants needed to synthesize it. The reactants are: [NH2:1][C:2]1[C:7]([CH3:8])=[CH:6][CH:5]=[CH:4][C:3]=1[OH:9].[Cl:10][C:11]1[CH:19]=[CH:18][C:17]([N+:20]([O-:22])=[O:21])=[CH:16][C:12]=1[C:13](Cl)=O.